The task is: Predict the reaction yield, written as a fraction of the theoretical maximum amount of product (1.0 means a 100% yield; for example, 0.34 means a 34% yield).. This data is from Reaction yield outcomes from USPTO patents with 853,638 reactions. (1) The reactants are [NH2:1][C:2]1[CH:3]=[CH:4][C:5]([O:18][C:19]2[CH:24]=[CH:23][CH:22]=[CH:21][CH:20]=2)=[C:6]([C:8]2[C:9]([O:16][CH3:17])=[CH:10][C:11](=[O:15])[N:12]([CH3:14])[N:13]=2)[CH:7]=1.[N:25]([CH2:28][CH3:29])=[C:26]=[O:27].C(N(CC)CC)C. The catalyst is ClCCl. The product is [CH2:28]([NH:25][C:26]([NH:1][C:2]1[CH:3]=[CH:4][C:5]([O:18][C:19]2[CH:20]=[CH:21][CH:22]=[CH:23][CH:24]=2)=[C:6]([C:8]2[C:9]([O:16][CH3:17])=[CH:10][C:11](=[O:15])[N:12]([CH3:14])[N:13]=2)[CH:7]=1)=[O:27])[CH3:29]. The yield is 0.510. (2) The reactants are [NH2:1][C:2]1[C:7]([CH:8]=[CH2:9])=[C:6]([C:10]([O:12][CH3:13])=[O:11])[N:5]=[C:4]([C:14]2[CH:19]=[CH:18][C:17]([C:20]([F:23])([F:22])[F:21])=[CH:16][CH:15]=2)[N:3]=1. The catalyst is CO.[Pd]. The product is [NH2:1][C:2]1[C:7]([CH2:8][CH3:9])=[C:6]([C:10]([O:12][CH3:13])=[O:11])[N:5]=[C:4]([C:14]2[CH:19]=[CH:18][C:17]([C:20]([F:23])([F:21])[F:22])=[CH:16][CH:15]=2)[N:3]=1. The yield is 0.990. (3) The reactants are C1(P(C2C=CC=CC=2)C2C=CC=CC=2)C=CC=CC=1.CCOC(/N=N/C(OCC)=O)=O.[Cl:32][C:33]1[C:38]([F:39])=[CH:37][CH:36]=[C:35]([Cl:40])[C:34]=1[CH:41]([OH:43])C.O[C:45]1[C:46]([N+:51]([O-:53])=[O:52])=[N:47][CH:48]=[CH:49][CH:50]=1. The catalyst is C1(C)C=CC=CC=1.C1COCC1. The product is [Cl:32][C:33]1[C:38]([F:39])=[CH:37][CH:36]=[C:35]([Cl:40])[C:34]=1[CH2:41][O:43][C:45]1[C:46]([N+:51]([O-:53])=[O:52])=[N:47][CH:48]=[CH:49][CH:50]=1. The yield is 0.980. (4) The reactants are [CH:1]([N:4]1[C:9]([CH3:10])=[C:8]([CH3:11])[CH:7]=C(C#N)[C:5]1=[O:14])([CH3:3])[CH3:2].[OH-:15].[K+].[CH2:17]([OH:19])[CH3:18]. The catalyst is O. The product is [CH:1]([N:4]1[C:9]([CH3:10])=[C:8]([CH3:11])[CH:7]=[C:18]([C:17]([OH:15])=[O:19])[C:5]1=[O:14])([CH3:3])[CH3:2]. The yield is 0.910. (5) The reactants are [C:1]1([S:7]([N:10]2[C:14]3=[N:15][CH:16]=[C:17]([N+:30]([O-])=O)[C:18]([NH:19][C@H:20]4[CH2:25][CH2:24][C@H:23]([CH2:26][CH2:27][C:28]#[N:29])[CH2:22][CH2:21]4)=[C:13]3[CH:12]=[CH:11]2)(=[O:9])=[O:8])[CH:6]=[CH:5][CH:4]=[CH:3][CH:2]=1.O.[Cl-].[NH4+]. The catalyst is C(O)C.C(Cl)Cl.[Fe]. The product is [NH2:30][C:17]1[C:18]([NH:19][C@H:20]2[CH2:21][CH2:22][C@H:23]([CH2:26][CH2:27][C:28]#[N:29])[CH2:24][CH2:25]2)=[C:13]2[CH:12]=[CH:11][N:10]([S:7]([C:1]3[CH:6]=[CH:5][CH:4]=[CH:3][CH:2]=3)(=[O:9])=[O:8])[C:14]2=[N:15][CH:16]=1. The yield is 0.830. (6) The reactants are N1C=CC=[CH:3][C:2]=1[S:7][S:8][C:9]1[CH:14]=[CH:13][CH:12]=[CH:11][N:10]=1.SC(C)[CH2:17][OH:18]. The catalyst is CO. The product is [N:10]1[CH:11]=[CH:12][CH:13]=[CH:14][C:9]=1[S:8][S:7][CH:2]([CH3:3])[CH2:17][OH:18]. The yield is 0.180. (7) The catalyst is C1(C)C=CC=CC=1. The yield is 0.790. The reactants are Br[C:2]1[CH:3]=[C:4]([N+:8]([O-:10])=[O:9])[CH:5]=[CH:6][CH:7]=1.[NH:11]1[CH2:15][CH2:14][CH2:13][CH2:12]1.CC(C)([O-])C.[Na+]. The product is [N+:8]([C:4]1[CH:3]=[C:2]([N:11]2[CH2:15][CH2:14][CH2:13][CH2:12]2)[CH:7]=[CH:6][CH:5]=1)([O-:10])=[O:9].